Dataset: Forward reaction prediction with 1.9M reactions from USPTO patents (1976-2016). Task: Predict the product of the given reaction. (1) Given the reactants O[C:2]1[CH:3]=[C:4]([CH:7]=[C:8]([OH:10])[CH:9]=1)[CH:5]=[O:6].FC(F)(F)S(OS(C(F)(F)F)(=O)=O)(=O)=O.[C:26]1(B(O)O)[CH:31]=[CH:30][CH:29]=[CH:28][CH:27]=1.C(=O)([O-])[O-].[Na+].[Na+], predict the reaction product. The product is: [OH:10][C:8]1[CH:7]=[C:4]([CH:5]=[O:6])[CH:3]=[C:2]([C:26]2[CH:31]=[CH:30][CH:29]=[CH:28][CH:27]=2)[CH:9]=1. (2) The product is: [C:12]([O:16][C:17](=[O:36])[NH:18][CH:19]([CH2:28][C:29]1[CH:30]=[CH:31][C:32]([Cl:35])=[CH:33][CH:34]=1)[C:20]([N:21]1[CH2:26][CH2:25][N:24]([C:2]2[C:3]3[S:10][C:9]([I:11])=[CH:8][C:4]=3[N:5]=[CH:6][N:7]=2)[CH2:23][CH2:22]1)=[O:27])([CH3:15])([CH3:13])[CH3:14]. Given the reactants Cl[C:2]1[C:3]2[S:10][C:9]([I:11])=[CH:8][C:4]=2[N:5]=[CH:6][N:7]=1.[C:12]([O:16][C:17](=[O:36])[NH:18][CH:19]([CH2:28][C:29]1[CH:34]=[CH:33][C:32]([Cl:35])=[CH:31][CH:30]=1)[C:20](=[O:27])[N:21]1[CH2:26][CH2:25][NH:24][CH2:23][CH2:22]1)([CH3:15])([CH3:14])[CH3:13], predict the reaction product. (3) Given the reactants O=C1CCC(=O)N1O[C:9]([C:11]1[O:15][C:14]([C:16]2[CH:21]=[CH:20][CH:19]=[CH:18][C:17]=2[Cl:22])=[N:13][C:12]=1[CH2:23][CH3:24])=[O:10].[CH3:25][O:26][CH2:27][CH2:28][N:29]([CH3:37])[C:30]1[CH:35]=[CH:34][C:33]([NH2:36])=[CH:32][N:31]=1, predict the reaction product. The product is: [CH3:25][O:26][CH2:27][CH2:28][N:29]([CH3:37])[C:30]1[N:31]=[CH:32][C:33]([NH:36][C:9]([C:11]2[O:15][C:14]([C:16]3[CH:21]=[CH:20][CH:19]=[CH:18][C:17]=3[Cl:22])=[N:13][C:12]=2[CH2:23][CH3:24])=[O:10])=[CH:34][CH:35]=1. (4) Given the reactants [Cl:1][C:2]1[CH:3]=[C:4]2[C:9](=[CH:10][C:11]=1[OH:12])[O:8][CH:7]=[C:6]([C:13]1[CH:24]=[CH:23][C:16]([O:17][CH2:18][CH2:19][CH2:20][C:21]#[N:22])=[CH:15][CH:14]=1)[C:5]2=O.O.[NH2:27][NH2:28], predict the reaction product. The product is: [Cl:1][C:2]1[C:11]([OH:12])=[CH:10][C:9]([OH:8])=[C:4]([C:5]2[C:6]([C:13]3[CH:24]=[CH:23][C:16]([O:17][CH2:18][CH2:19][CH2:20][C:21]#[N:22])=[CH:15][CH:14]=3)=[CH:7][NH:28][N:27]=2)[CH:3]=1. (5) Given the reactants Br[C:2]1[CH:11]=[C:10]2[C:5]([N:6]=[CH:7][C:8]([N:12]3[CH2:17][CH2:16][N:15]([CH2:18][CH2:19][NH:20][C:21](=[O:27])[O:22][C:23]([CH3:26])([CH3:25])[CH3:24])[CH2:14][CH2:13]3)=[N:9]2)=[CH:4][CH:3]=1.B1(B2OC(C)(C)C(C)(C)O2)OC(C)(C)C(C)(C)O1.C([O-])(=O)C.[K+].Br[C:52]1[CH:53]=[C:54]([S:58]([NH2:61])(=[O:60])=[O:59])[CH:55]=[N:56][CH:57]=1.C(=O)([O-])[O-].[K+].[K+], predict the reaction product. The product is: [NH2:61][S:58]([C:54]1[CH:53]=[C:52]([C:2]2[CH:11]=[C:10]3[C:5]([N:6]=[CH:7][C:8]([N:12]4[CH2:13][CH2:14][N:15]([CH2:18][CH2:19][NH:20][C:21](=[O:27])[O:22][C:23]([CH3:24])([CH3:25])[CH3:26])[CH2:16][CH2:17]4)=[N:9]3)=[CH:4][CH:3]=2)[CH:57]=[N:56][CH:55]=1)(=[O:60])=[O:59]. (6) Given the reactants [CH3:1][N:2]([CH3:14])[CH2:3][C:4]1[C:12]2[C:7](=[CH:8][CH:9]=[CH:10][C:11]=2[CH3:13])[NH:6][CH:5]=1.[CH3:15][I:16], predict the reaction product. The product is: [I-:16].[CH3:1][N+:2]([CH3:15])([CH3:14])[CH2:3][C:4]1[C:12]2[C:7](=[CH:8][CH:9]=[CH:10][C:11]=2[CH3:13])[NH:6][CH:5]=1.